Task: Predict the reactants needed to synthesize the given product.. Dataset: Full USPTO retrosynthesis dataset with 1.9M reactions from patents (1976-2016) (1) Given the product [NH2:15][C:13](=[O:14])[C@H:12]([NH:11][C:6]1[N:5]=[C:4]([NH:19][C:20]2[CH:25]=[CH:24][CH:23]=[C:22]([N:26]3[N:30]=[CH:29][CH:28]=[N:27]3)[CH:21]=2)[C:3]([C:1]([NH2:2])=[O:32])=[CH:8][N:7]=1)[CH:16]([CH3:18])[CH3:17], predict the reactants needed to synthesize it. The reactants are: [C:1]([C:3]1[C:4]([NH:19][C:20]2[CH:25]=[CH:24][CH:23]=[C:22]([N:26]3[N:30]=[CH:29][CH:28]=[N:27]3)[CH:21]=2)=[N:5][C:6]([NH:11][C@H:12]([CH:16]([CH3:18])[CH3:17])[C:13]([NH2:15])=[O:14])=[N:7][C:8]=1OC)#[N:2].C([O-])([O-])=[O:32].[K+].[K+].OO. (2) Given the product [C:16]([C:18]1[N:22]([CH3:23])[C:21]([C:2]2[CH:7]=[CH:6][C:5]([S:8]([NH2:11])(=[O:10])=[O:9])=[C:4]([C:12]([F:15])([F:14])[F:13])[CH:3]=2)=[CH:20][CH:19]=1)#[N:17], predict the reactants needed to synthesize it. The reactants are: Br[C:2]1[CH:7]=[CH:6][C:5]([S:8]([NH2:11])(=[O:10])=[O:9])=[C:4]([C:12]([F:15])([F:14])[F:13])[CH:3]=1.[C:16]([C:18]1[N:22]([CH3:23])[C:21](B(O)O)=[CH:20][CH:19]=1)#[N:17].[F-].[K+].C(P(C(C)(C)C)C(C)(C)C)(C)(C)C. (3) Given the product [CH3:1][NH:2][C:3]1[N:8]2[C:9](=[O:12])[N:10]([CH2:39][C:40]3[CH:45]=[N:44][C:43]([C:46]([F:49])([F:47])[F:48])=[CH:42][CH:41]=3)[N:11]=[C:7]2[C:6]([C:13]2[CH:14]=[CH:15][C:16]([Cl:19])=[CH:17][CH:18]=2)=[C:5]([C:20]2[CH:25]=[CH:24][C:23]([Cl:26])=[CH:22][CH:21]=2)[N:4]=1, predict the reactants needed to synthesize it. The reactants are: [CH3:1][NH:2][C:3]1[N:8]2[C:9](=[O:12])[NH:10][N:11]=[C:7]2[C:6]([C:13]2[CH:18]=[CH:17][C:16]([Cl:19])=[CH:15][CH:14]=2)=[C:5]([C:20]2[CH:25]=[CH:24][C:23]([Cl:26])=[CH:22][CH:21]=2)[N:4]=1.CN(C=O)C.C(=O)([O-])[O-].[K+].[K+].Cl[CH2:39][C:40]1[CH:41]=[CH:42][C:43]([C:46]([F:49])([F:48])[F:47])=[N:44][CH:45]=1. (4) Given the product [C:37]1([CH:27]([C:21]2[CH:26]=[CH:25][CH:24]=[CH:23][CH:22]=2)[O:28][CH2:29][CH2:30][N:31]2[CH2:32][CH2:33][N:34]([C:10](=[O:12])[CH2:9][CH2:8][C:7]3[CH:6]=[CH:5][C:4]([N+:1]([O-:3])=[O:2])=[CH:14][CH:13]=3)[CH2:35][CH2:36]2)[CH:38]=[CH:39][CH:40]=[CH:41][CH:42]=1, predict the reactants needed to synthesize it. The reactants are: [N+:1]([C:4]1[CH:14]=[CH:13][C:7]([CH2:8][CH2:9][C:10]([OH:12])=O)=[CH:6][CH:5]=1)([O-:3])=[O:2].C(Cl)(=O)C(Cl)=O.[C:21]1([CH:27]([C:37]2[CH:42]=[CH:41][CH:40]=[CH:39][CH:38]=2)[O:28][CH2:29][CH2:30][N:31]2[CH2:36][CH2:35][NH:34][CH2:33][CH2:32]2)[CH:26]=[CH:25][CH:24]=[CH:23][CH:22]=1.[Cl-]. (5) Given the product [CH3:8][O:9][C:10]([C@@H:12]1[CH2:45][C@@H:44]2[CH2:46][N:13]1[C:14](=[O:53])[C@H:15]([C:49]([CH3:50])([CH3:52])[CH3:51])[NH:16][C:17](=[O:48])[O:18][C@@H:19]1[CH2:47][C@H:20]1[CH2:21][CH2:22][CH2:23][CH2:24][CH2:25][C:26]1[C:27]([O:43]2)=[N:28][C:29]2[CH:30]=[CH:31][CH:32]=[CH:33][C:34]=2[C:35]=1[O:36][CH:37]1[CH2:38][CH2:39][N:40]([CH2:59][CH2:58][O:57][CH3:56])[CH2:41][CH2:42]1)=[O:11], predict the reactants needed to synthesize it. The reactants are: FC(F)(F)C(O)=O.[CH3:8][O:9][C:10]([C@@H:12]1[CH2:45][C@@H:44]2[CH2:46][N:13]1[C:14](=[O:53])[C@H:15]([C:49]([CH3:52])([CH3:51])[CH3:50])[NH:16][C:17](=[O:48])[O:18][C@@H:19]1[CH2:47][C@H:20]1[CH2:21][CH2:22][CH2:23][CH2:24][CH2:25][C:26]1[C:27]([O:43]2)=[N:28][C:29]2[CH:30]=[CH:31][CH:32]=[CH:33][C:34]=2[C:35]=1[O:36][CH:37]1[CH2:42][CH2:41][NH:40][CH2:39][CH2:38]1)=[O:11].[I-].[K+].[CH3:56][O:57][CH2:58][CH2:59]Br. (6) Given the product [C:42]([NH:46][C:14]1[C:13]([CH:11]([CH3:12])[CH2:10][C:9]([NH:8][CH2:7][CH:1]2[CH2:6][CH2:5][CH2:4][CH2:3][CH2:2]2)=[O:30])=[CH:22][C:21]2[C:16](=[CH:17][CH:18]=[C:19]([C:23]3[CH:28]=[CH:27][CH:26]=[CH:25][C:24]=3[CH3:29])[CH:20]=2)[N:15]=1)([CH3:45])([CH3:44])[CH3:43], predict the reactants needed to synthesize it. The reactants are: [CH:1]1([CH2:7][NH:8][C:9](=[O:30])[CH2:10][CH:11]([C:13]2[CH:14]=[N:15][C:16]3[C:21]([CH:22]=2)=[CH:20][C:19]([C:23]2[CH:28]=[CH:27][CH:26]=[CH:25][C:24]=2[CH3:29])=[CH:18][CH:17]=3)[CH3:12])[CH2:6][CH2:5][CH2:4][CH2:3][CH2:2]1.C1C=C(Cl)C=C(C(OO)=O)C=1.[C:42]([NH2:46])([CH3:45])([CH3:44])[CH3:43].C1(C)C=CC(S(OS(C2C=CC(C)=CC=2)(=O)=O)(=O)=O)=CC=1. (7) Given the product [CH3:36][O:35][C:33]([C:30]1[CH:31]=[CH:32][C:27]([C:2]2[CH:3]=[CH:4][C:5]([CH:8]([C:19]3[CH:24]=[CH:23][CH:22]=[CH:21][C:20]=3[CH3:25])[CH2:9][C:10]([C:12]3[CH:17]=[CH:16][N:15]=[C:14]([CH3:18])[CH:13]=3)=[O:11])=[CH:6][CH:7]=2)=[CH:28][C:29]=1[Cl:37])=[O:34], predict the reactants needed to synthesize it. The reactants are: Br[C:2]1[CH:7]=[CH:6][C:5]([CH:8]([C:19]2[CH:24]=[CH:23][CH:22]=[CH:21][C:20]=2[CH3:25])[CH2:9][C:10]([C:12]2[CH:17]=[CH:16][N:15]=[C:14]([CH3:18])[CH:13]=2)=[O:11])=[CH:4][CH:3]=1.B(O)(O)[C:27]1[CH:32]=[CH:31][C:30]([C:33]([O:35][CH3:36])=[O:34])=[C:29]([Cl:37])[CH:28]=1. (8) Given the product [CH3:14][C:7](=[N:6][NH2:5])[CH3:8].[NH:2]([C:4]1[C:13]2[C:8](=[CH:9][CH:10]=[CH:11][CH:12]=2)[CH:7]=[N:6][N:5]=1)[NH2:3], predict the reactants needed to synthesize it. The reactants are: Cl.[NH:2]([C:4]1[C:13]2[C:8](=[CH:9][CH:10]=[CH:11][CH:12]=2)[CH:7]=[N:6][N:5]=1)[NH2:3].[CH3:14]C(C)=O.